Dataset: Full USPTO retrosynthesis dataset with 1.9M reactions from patents (1976-2016). Task: Predict the reactants needed to synthesize the given product. (1) Given the product [C:1]([C:5]1[CH:23]=[CH:22][C:8]([C:9]([NH:11][C:12]2[N:13]=[C:14]3[CH:19]=[CH:18][C:17]([N:24]4[CH:28]=[CH:27][CH:26]=[CH:25]4)=[CH:16][N:15]3[CH:21]=2)=[O:10])=[CH:7][CH:6]=1)([CH3:4])([CH3:3])[CH3:2], predict the reactants needed to synthesize it. The reactants are: [C:1]([C:5]1[CH:23]=[CH:22][C:8]([C:9]([NH:11][C:12]2[N:13]=[C:14]3[CH:19]=[CH:18][C:17](I)=[CH:16][N:15]3[CH:21]=2)=[O:10])=[CH:7][CH:6]=1)([CH3:4])([CH3:3])[CH3:2].[NH:24]1[CH:28]=[CH:27][CH:26]=[CH:25]1. (2) Given the product [Cl:15][C:2]1[CH:3]=[CH:4][C:5]2[C:10](=[CH:9][CH:8]=[C:7]([OH:11])[CH:6]=2)[N:1]=1, predict the reactants needed to synthesize it. The reactants are: [N:1]1[C:10]2[C:5](=[CH:6][C:7]([OH:11])=[CH:8][CH:9]=2)[CH:4]=[CH:3][C:2]=1O.P(Cl)(Cl)([Cl:15])=O. (3) Given the product [CH3:9][O:10][C:11]1[CH:16]=[CH:15][C:14]([C:2]#[C:1][C:3]2[CH:8]=[CH:7][CH:6]=[CH:5][CH:4]=2)=[CH:13][CH:12]=1, predict the reactants needed to synthesize it. The reactants are: [C:1]([C:3]1[CH:8]=[CH:7][CH:6]=[CH:5][CH:4]=1)#[CH:2].[CH3:9][O:10][C:11]1[CH:16]=[CH:15][C:14](I)=[CH:13][CH:12]=1. (4) The reactants are: [CH3:1][O:2][C:3]1[CH:4]=[C:5]2[C:9](=[CH:10][CH:11]=1)[N:8]([C:12]1[CH:17]=[CH:16][C:15]([O:18][CH3:19])=[CH:14][CH:13]=1)[CH:7]=[CH:6]2.[C:20](Cl)(=[O:22])[CH3:21]. Given the product [CH3:1][O:2][C:3]1[CH:4]=[C:5]2[C:9](=[CH:10][CH:11]=1)[N:8]([C:12]1[CH:17]=[CH:16][C:15]([O:18][CH3:19])=[CH:14][CH:13]=1)[CH:7]=[C:6]2[C:20](=[O:22])[CH3:21], predict the reactants needed to synthesize it.